Predict the reaction yield, written as a fraction of the theoretical maximum amount of product (1.0 means a 100% yield; for example, 0.34 means a 34% yield). From a dataset of Reaction yield outcomes from USPTO patents with 853,638 reactions. (1) The reactants are [Br:1][C:2]1[CH:3]=[C:4]2[C:10]([I:11])=[CH:9][NH:8][C:5]2=[N:6][CH:7]=1.[H-].[Na+].[C:14]1([CH3:24])[CH:19]=[CH:18][C:17]([S:20](Cl)(=[O:22])=[O:21])=[CH:16][CH:15]=1.Cl. The catalyst is C1COCC1. The product is [Br:1][C:2]1[CH:3]=[C:4]2[C:10]([I:11])=[CH:9][N:8]([S:20]([C:17]3[CH:18]=[CH:19][C:14]([CH3:24])=[CH:15][CH:16]=3)(=[O:22])=[O:21])[C:5]2=[N:6][CH:7]=1. The yield is 0.810. (2) The reactants are [Cl:1][C:2]1[CH:7]=[CH:6][C:5]([C:8]2[CH:16]=[CH:15][CH:14]=[C:13]3[C:9]=2[CH2:10][C:11](=[O:17])[NH:12]3)=[CH:4][CH:3]=1.[CH3:18][C:19]1[C:23]([C:24]([N:26]2[CH2:31][CH2:30][N:29]([CH3:32])[CH2:28][CH2:27]2)=[O:25])=[C:22]([CH3:33])[NH:21][C:20]=1[CH:34]=O. The catalyst is C(O)C.N1CCCCC1. The product is [Cl:1][C:2]1[CH:3]=[CH:4][C:5]([C:8]2[CH:16]=[CH:15][CH:14]=[C:13]3[C:9]=2[C:10](=[CH:34][C:20]2[NH:21][C:22]([CH3:33])=[C:23]([C:24]([N:26]4[CH2:27][CH2:28][N:29]([CH3:32])[CH2:30][CH2:31]4)=[O:25])[C:19]=2[CH3:18])[C:11](=[O:17])[NH:12]3)=[CH:6][CH:7]=1. The yield is 0.450. (3) The reactants are [CH3:1][O:2][C:3]1[C:12]([NH:13][C:14](=[O:18])OCC)=[N:11][C:10]2[C:5](=[CH:6][CH:7]=[C:8]([CH3:19])[CH:9]=2)[N:4]=1.[N:20]1[CH:25]=[CH:24][CH:23]=[N:22][C:21]=1[N:26]1[CH2:31][CH2:30][NH:29][CH2:28][CH2:27]1. No catalyst specified. The product is [CH3:1][O:2][C:3]1[C:12]([NH:13][C:14]([N:29]2[CH2:30][CH2:31][N:26]([C:21]3[N:20]=[CH:25][CH:24]=[CH:23][N:22]=3)[CH2:27][CH2:28]2)=[O:18])=[N:11][C:10]2[C:5](=[CH:6][CH:7]=[C:8]([CH3:19])[CH:9]=2)[N:4]=1. The yield is 0.930. (4) The reactants are [H-].[Na+].[C:3]1([CH:9]([N:13]2[CH:17]=[C:16]([C:18]3[C:19]4[CH:26]=[CH:25][N:24]([CH2:27][O:28][CH2:29][CH2:30][Si:31]([CH3:34])([CH3:33])[CH3:32])[C:20]=4[N:21]=[CH:22][N:23]=3)[CH:15]=[N:14]2)[CH2:10][CH2:11][OH:12])[CH:8]=[CH:7][CH:6]=[CH:5][CH:4]=1.[CH3:35]N(C=O)C.CI. No catalyst specified. The product is [CH3:35][O:12][CH2:11][CH2:10][CH:9]([N:13]1[CH:17]=[C:16]([C:18]2[C:19]3[CH:26]=[CH:25][N:24]([CH2:27][O:28][CH2:29][CH2:30][Si:31]([CH3:33])([CH3:32])[CH3:34])[C:20]=3[N:21]=[CH:22][N:23]=2)[CH:15]=[N:14]1)[C:3]1[CH:8]=[CH:7][CH:6]=[CH:5][CH:4]=1. The yield is 0.880. (5) The reactants are [Si]([O:8][CH2:9][C:10]1[N:11]=[C:12]([N:15]2[CH2:18][CH:17]([S:19][C:20]3[C@H:21]([CH3:44])[C@@H:22]4[C@@H:39]([C@H:40]([OH:42])[CH3:41])[C:38](=[O:43])[N:23]4[C:24]=3[C:25]([O:27][CH2:28][C:29]3[CH:34]=[CH:33][C:32]([N+:35]([O-:37])=[O:36])=[CH:31][CH:30]=3)=[O:26])[CH2:16]2)[S:13][CH:14]=1)(C(C)(C)C)(C)C.C(O)(=O)C.[F-].C([N+](CCCC)(CCCC)CCCC)CCC. The catalyst is O1CCCC1. The product is [OH:8][CH2:9][C:10]1[N:11]=[C:12]([N:15]2[CH2:16][CH:17]([S:19][C:20]3[C@H:21]([CH3:44])[C@@H:22]4[C@@H:39]([C@H:40]([OH:42])[CH3:41])[C:38](=[O:43])[N:23]4[C:24]=3[C:25]([O:27][CH2:28][C:29]3[CH:30]=[CH:31][C:32]([N+:35]([O-:37])=[O:36])=[CH:33][CH:34]=3)=[O:26])[CH2:18]2)[S:13][CH:14]=1. The yield is 0.720.